From a dataset of Full USPTO retrosynthesis dataset with 1.9M reactions from patents (1976-2016). Predict the reactants needed to synthesize the given product. (1) Given the product [Br:1][C:2]1[CH:10]=[C:9]([CH3:11])[CH:8]=[C:7]2[C:3]=1[CH:4]=[N:5][N:6]2[CH:15]1[CH2:14][CH2:13][CH2:12][CH2:17][O:16]1, predict the reactants needed to synthesize it. The reactants are: [Br:1][C:2]1[CH:10]=[C:9]([CH3:11])[CH:8]=[C:7]2[C:3]=1[CH:4]=[N:5][NH:6]2.[CH2:12]1[CH2:17][O:16][CH:15]=[CH:14][CH2:13]1.CC1C=CC(S(O)(=O)=O)=CC=1.O. (2) Given the product [NH2:38][C@@H:10]1[C@@H:11]([C:13]2[CH:18]=[CH:17][C:16]([Cl:19])=[C:15]([Cl:20])[CH:14]=2)[CH2:12][N:8]([C:6]([O:5][C:1]([CH3:4])([CH3:3])[CH3:2])=[O:7])[CH2:9]1, predict the reactants needed to synthesize it. The reactants are: [C:1]([O:5][C:6]([N:8]1[CH2:12][CH:11]([C:13]2[CH:18]=[CH:17][C:16]([Cl:19])=[C:15]([Cl:20])[CH:14]=2)[CH:10](C(O)=O)[CH2:9]1)=[O:7])([CH3:4])([CH3:3])[CH3:2].C1C=CC(P([N:38]=[N+]=[N-])(C2C=CC=CC=2)=O)=CC=1.C(N(CC)CC)C.[OH-].[Na+]. (3) Given the product [NH:7]1[C:15]2[C:10](=[CH:11][C:12]([O:16][C@@H:17]3[CH2:22][CH2:21][C@H:20]([NH2:23])[CH2:19][CH2:18]3)=[CH:13][CH:14]=2)[CH:9]=[N:8]1, predict the reactants needed to synthesize it. The reactants are: CN.C(CN)O.[NH:7]1[C:15]2[C:10](=[CH:11][C:12]([O:16][C@@H:17]3[CH2:22][CH2:21][C@H:20]([N:23]4C(=O)C5C(=CC=CC=5)C4=O)[CH2:19][CH2:18]3)=[CH:13][CH:14]=2)[CH:9]=[N:8]1. (4) Given the product [CH3:11][O:10][C:8](=[O:9])[C:7]1[CH:12]=[CH:13][C:4]([C:1](=[O:3])[CH2:2][Br:14])=[CH:5][CH:6]=1, predict the reactants needed to synthesize it. The reactants are: [C:1]([C:4]1[CH:13]=[CH:12][C:7]([C:8]([O:10][CH3:11])=[O:9])=[CH:6][CH:5]=1)(=[O:3])[CH3:2].[Br:14]Br.